Dataset: Forward reaction prediction with 1.9M reactions from USPTO patents (1976-2016). Task: Predict the product of the given reaction. (1) Given the reactants [CH3:1][C:2]1([CH3:23])[C:11]2[C:6](=[CH:7][C:8]([NH:12][C:13](=[O:21])[C:14]3[CH:19]=[CH:18][CH:17]=[N:16][C:15]=3F)=[CH:9][CH:10]=2)[NH:5][C:4](=[O:22])[CH2:3]1.Cl.Cl.[NH:26]1[C:30]2=[N:31][CH:32]=[CH:33][C:34]([CH2:35][NH2:36])=[C:29]2[CH:28]=[CH:27]1, predict the reaction product. The product is: [CH3:1][C:2]1([CH3:23])[C:11]2[C:6](=[CH:7][C:8]([NH:12][C:13](=[O:21])[C:14]3[CH:19]=[CH:18][CH:17]=[N:16][C:15]=3[NH:36][CH2:35][C:34]3[CH:33]=[CH:32][N:31]=[C:30]4[NH:26][CH:27]=[CH:28][C:29]=34)=[CH:9][CH:10]=2)[NH:5][C:4](=[O:22])[CH2:3]1. (2) Given the reactants [CH3:1][O:2][C:3]1[CH:4]=[C:5]([CH:28]=[C:29]([O:32][CH3:33])[C:30]=1[CH3:31])[C:6]([N:8]([CH2:18][C:19]1[S:20][C:21]([CH3:27])=[C:22]([C:24](O)=[O:25])[N:23]=1)[CH2:9][CH2:10][CH2:11][C:12]1[CH:17]=[CH:16][CH:15]=[CH:14][CH:13]=1)=[O:7].C1N=CN(C(N2C=NC=C2)=O)C=1.[CH3:46][N:47]([CH3:52])[S:48]([NH2:51])(=[O:50])=[O:49].C1CCN2C(=NCCC2)CC1, predict the reaction product. The product is: [CH3:1][O:2][C:3]1[CH:4]=[C:5]([CH:28]=[C:29]([O:32][CH3:33])[C:30]=1[CH3:31])[C:6]([N:8]([CH2:18][C:19]1[S:20][C:21]([CH3:27])=[C:22]([C:24]([NH:51][S:48]([N:47]([CH3:52])[CH3:46])(=[O:50])=[O:49])=[O:25])[N:23]=1)[CH2:9][CH2:10][CH2:11][C:12]1[CH:17]=[CH:16][CH:15]=[CH:14][CH:13]=1)=[O:7]. (3) Given the reactants [CH3:1][C:2]1[N:3]=[C:4]([NH:7][C:8]([C:10]2[CH:15]=[C:14](B3OC(C)(C)C(C)(C)O3)[CH:13]=[C:12]([CH3:25])[N:11]=2)=[O:9])[S:5][CH:6]=1.[Cl:26][C:27]1[CH:32]=[C:31](I)[C:30]([F:34])=[CH:29][N:28]=1, predict the reaction product. The product is: [CH3:1][C:2]1[N:3]=[C:4]([NH:7][C:8]([C:10]2[CH:15]=[C:14]([C:31]3[C:30]([F:34])=[CH:29][N:28]=[C:27]([Cl:26])[CH:32]=3)[CH:13]=[C:12]([CH3:25])[N:11]=2)=[O:9])[S:5][CH:6]=1. (4) Given the reactants BrC1C=CC2OC3C(=O)NC(C4CC[N:19]([C:22]([O:24][C:25]([CH3:28])([CH3:27])[CH3:26])=[O:23])[CH2:18][CH2:17]4)=NC=3C=2C=1.[Br:29][C:30]1[CH:31]=[CH:32][C:33]2[O:37][C:36]([C:38](=[O:40])[NH2:39])=[C:35]([NH:41][C:42]([CH:44]3[CH2:49][CH2:48]N(C(OC(C)(C)C)=O)[CH2:46][CH2:45]3)=O)[C:34]=2[CH:57]=1, predict the reaction product. The product is: [Br:29][C:30]1[CH:31]=[CH:32][C:33]2[O:37][C:36]3[C:38](=[O:40])[NH:39][C:42]([C@H:44]4[CH2:45][CH2:46][C@H:17]([CH2:18][NH:19][C:22](=[O:23])[O:24][C:25]([CH3:28])([CH3:27])[CH3:26])[CH2:48][CH2:49]4)=[N:41][C:35]=3[C:34]=2[CH:57]=1.